Dataset: Reaction yield outcomes from USPTO patents with 853,638 reactions. Task: Predict the reaction yield, written as a fraction of the theoretical maximum amount of product (1.0 means a 100% yield; for example, 0.34 means a 34% yield). (1) The reactants are C([C:5]1[C:10]2[CH2:11][C:12]([CH3:15])([CH3:14])[O:13][C:9]=2[CH:8]=[C:7]([C:16]([CH3:19])([CH3:18])[CH3:17])[C:6]=1[OH:20])(C)(C)C.CS(O)(=O)=O.C(=O)(O)[O-].[Na+]. The catalyst is C(Cl)(Cl)Cl. The product is [C:16]([C:7]1[C:6]([OH:20])=[CH:5][C:10]2[CH2:11][C:12]([CH3:15])([CH3:14])[O:13][C:9]=2[CH:8]=1)([CH3:19])([CH3:17])[CH3:18]. The yield is 0.410. (2) The yield is 0.420. The product is [Br:1][CH2:39][CH2:38][O:37][C:29]([C:31]1[CH:36]=[CH:35][CH:34]=[CH:33][CH:32]=1)([CH3:30])[CH3:28]. The catalyst is C(Cl)Cl.[Al]. The reactants are [Br:1]N1C(=O)CCC1=O.C1(P(C2C=CC=CC=2)C2C=CC=CC=2)C=CC=CC=1.[CH3:28][C:29]([O:37][CH2:38][CH2:39]O)([C:31]1[CH:36]=[CH:35][CH:34]=[CH:33][CH:32]=1)[CH3:30].